This data is from TCR-epitope binding with 47,182 pairs between 192 epitopes and 23,139 TCRs. The task is: Binary Classification. Given a T-cell receptor sequence (or CDR3 region) and an epitope sequence, predict whether binding occurs between them. (1) The epitope is HPKVSSEVHI. The TCR CDR3 sequence is CASRTGTGSRDTQYF. Result: 0 (the TCR does not bind to the epitope). (2) The epitope is KLWAQCVQL. The TCR CDR3 sequence is CASSYIPIGRDEKLFF. Result: 1 (the TCR binds to the epitope). (3) The epitope is EHPTFTSQYRIQGKL. The TCR CDR3 sequence is CATSDHLAGGLDTQYF. Result: 0 (the TCR does not bind to the epitope). (4) The epitope is KTSVDCTMYI. The TCR CDR3 sequence is CASSGVDRGGYNEQFF. Result: 0 (the TCR does not bind to the epitope). (5) The epitope is GTSGSPIINR. The TCR CDR3 sequence is CASSLVGSKNIQYF. Result: 1 (the TCR binds to the epitope).